Task: Predict the product of the given reaction.. Dataset: Forward reaction prediction with 1.9M reactions from USPTO patents (1976-2016) (1) The product is: [Cl:36][CH2:37][C:38]([C:9]1[CH:8]=[CH:7][C:6]2[S:1][CH2:13][C:12](=[O:15])[NH:32][C:5]=2[CH:10]=1)=[O:16]. Given the reactants [S:1]1[C:6]2[CH:7]=[CH:8][CH:9]=[CH:10][C:5]=2CC(=O)N1.[C:12]([OH:15])(=O)[CH3:13].[OH2:16].I(Cl)(=O)=O.I(Cl)(=O)=O.C([N+:32](C)(C)C)C1C=CC=CC=1.[Cl:36][CH:37](Cl)[CH3:38], predict the reaction product. (2) Given the reactants [OH-].[Na+].[CH2:3]([O:5][CH:6]([O:13][CH2:14][CH3:15])[CH2:7][C:8]([O:10]CC)=[O:9])[CH3:4].Cl, predict the reaction product. The product is: [CH2:14]([O:13][CH:6]([O:5][CH2:3][CH3:4])[CH2:7][C:8]([OH:10])=[O:9])[CH3:15]. (3) Given the reactants [CH2:1]([O:8][C:9]([N:11]1[CH2:16][CH2:15][NH:14][C:13](=[O:17])[C@@H:12]1[CH3:18])=[O:10])[C:2]1[CH:7]=[CH:6][CH:5]=[CH:4][CH:3]=1.[I-].[H-].[Na+].Br[CH2:23][C:24]1[CH:33]=[C:32]2[C:27]([C:28]([Cl:34])=[CH:29][CH:30]=[N:31]2)=[CH:26][CH:25]=1, predict the reaction product. The product is: [CH2:1]([O:8][C:9]([N:11]1[CH2:16][CH2:15][N:14]([CH2:23][C:24]2[CH:33]=[C:32]3[C:27]([C:28]([Cl:34])=[CH:29][CH:30]=[N:31]3)=[CH:26][CH:25]=2)[C:13](=[O:17])[C@@H:12]1[CH3:18])=[O:10])[C:2]1[CH:3]=[CH:4][CH:5]=[CH:6][CH:7]=1. (4) Given the reactants [C:1]1([C:7]2[CH:16]=[CH:15][CH:14]=[C:13]3[C:8]=2[C:9]([NH:28][CH2:29][C:30]2[CH:35]=[CH:34][CH:33]=[CH:32][N:31]=2)=[N:10][N:11]=[C:12]3[C:17]2[CH:18]=[N:19][CH:20]=[C:21]([CH:27]=2)[C:22]([O:24]CC)=O)[CH:6]=[CH:5][CH:4]=[CH:3][CH:2]=1.[NH3:36], predict the reaction product. The product is: [C:1]1([C:7]2[CH:16]=[CH:15][CH:14]=[C:13]3[C:8]=2[C:9]([NH:28][CH2:29][C:30]2[CH:35]=[CH:34][CH:33]=[CH:32][N:31]=2)=[N:10][N:11]=[C:12]3[C:17]2[CH:18]=[N:19][CH:20]=[C:21]([CH:27]=2)[C:22]([NH2:36])=[O:24])[CH:2]=[CH:3][CH:4]=[CH:5][CH:6]=1. (5) Given the reactants [C:1]([O:5][C:6](=[O:20])[NH:7][C:8]1[CH:13]=[C:12]([C:14]([F:17])([F:16])[F:15])[C:11]([Cl:18])=[CH:10][C:9]=1[NH2:19])([CH3:4])([CH3:3])[CH3:2].C([O:25][C:26](=O)[CH2:27][C:28](=[O:41])[C:29]1[CH:34]=[CH:33][CH:32]=[C:31]([C:35]2[CH:36]=[N:37][CH:38]=[N:39][CH:40]=2)[CH:30]=1)(C)(C)C, predict the reaction product. The product is: [C:1]([O:5][C:6](=[O:20])[NH:7][C:8]1[CH:13]=[C:12]([C:14]([F:17])([F:16])[F:15])[C:11]([Cl:18])=[CH:10][C:9]=1[NH:19][C:26](=[O:25])[CH2:27][C:28](=[O:41])[C:29]1[CH:34]=[CH:33][CH:32]=[C:31]([C:35]2[CH:40]=[N:39][CH:38]=[N:37][CH:36]=2)[CH:30]=1)([CH3:4])([CH3:2])[CH3:3]. (6) Given the reactants [CH3:1][C:2]1[O:6][C:5]([CH:7]([NH2:13])[C:8]2([CH3:12])[CH2:11][O:10][CH2:9]2)=[CH:4][CH:3]=1.C([O:16][C:17]1[C:18](=[O:38])[C:19](=O)[C:20]=1[NH:21][C:22]1[CH:27]=[CH:26][CH:25]=[C:24]([C:28]([N:30]2[CH2:34][CH2:33][C@@H:32]([OH:35])[CH2:31]2)=[O:29])[C:23]=1[OH:36])C, predict the reaction product. The product is: [OH:36][C:23]1[C:24]([C:28]([N:30]2[CH2:34][CH2:33][C@@H:32]([OH:35])[CH2:31]2)=[O:29])=[CH:25][CH:26]=[CH:27][C:22]=1[NH:21][C:20]1[C:17](=[O:16])[C:18](=[O:38])[C:19]=1[NH:13][CH:7]([C:5]1[O:6][C:2]([CH3:1])=[CH:3][CH:4]=1)[C:8]1([CH3:12])[CH2:9][O:10][CH2:11]1. (7) The product is: [Cl:1][C:2]1[CH:7]=[C:6]([NH2:8])[C:5]([C:11]2[CH:16]=[CH:15][C:14]([F:17])=[CH:13][CH:12]=2)=[C:4]([O:18][CH3:19])[CH:3]=1. Given the reactants [Cl:1][C:2]1[CH:7]=[C:6]([N+:8]([O-])=O)[C:5]([C:11]2[CH:16]=[CH:15][C:14]([F:17])=[CH:13][CH:12]=2)=[C:4]([O:18][CH3:19])[CH:3]=1, predict the reaction product.